From a dataset of Peptide-MHC class I binding affinity with 185,985 pairs from IEDB/IMGT. Regression. Given a peptide amino acid sequence and an MHC pseudo amino acid sequence, predict their binding affinity value. This is MHC class I binding data. (1) The binding affinity (normalized) is 0.0847. The MHC is HLA-A11:01 with pseudo-sequence HLA-A11:01. The peptide sequence is NSDPEFNVL. (2) The peptide sequence is TTCSVLVTVK. The MHC is HLA-A30:01 with pseudo-sequence HLA-A30:01. The binding affinity (normalized) is 0.334. (3) The peptide sequence is RYSIFFDY. The MHC is HLA-B54:01 with pseudo-sequence HLA-B54:01. The binding affinity (normalized) is 0.00294.